Dataset: Full USPTO retrosynthesis dataset with 1.9M reactions from patents (1976-2016). Task: Predict the reactants needed to synthesize the given product. (1) Given the product [CH2:1]([NH:8][C:27]([C:14]1([CH2:13][CH2:12][CH2:11][CH2:10][Br:9])[C:26]2[CH:25]=[CH:24][CH:23]=[CH:22][C:21]=2[C:20]2[C:15]1=[CH:16][CH:17]=[CH:18][CH:19]=2)=[O:28])[C:2]1[CH:7]=[CH:6][CH:5]=[CH:4][CH:3]=1, predict the reactants needed to synthesize it. The reactants are: [CH2:1]([NH2:8])[C:2]1[CH:7]=[CH:6][CH:5]=[CH:4][CH:3]=1.[Br:9][CH2:10][CH2:11][CH2:12][CH2:13][C:14]1([C:27](Cl)=[O:28])[C:26]2[CH:25]=[CH:24][CH:23]=[CH:22][C:21]=2[C:20]2[C:15]1=[CH:16][CH:17]=[CH:18][CH:19]=2. (2) Given the product [Br:1][C:2]1[N:7]=[C:6]([CH2:8][Br:10])[C:5]([F:9])=[CH:4][CH:3]=1, predict the reactants needed to synthesize it. The reactants are: [Br:1][C:2]1[N:7]=[C:6]([CH3:8])[C:5]([F:9])=[CH:4][CH:3]=1.[Br:10]N1C(=O)CCC1=O.N(C(C)(C)C#N)=NC(C)(C)C#N.P([O-])(OCC)OCC.C(N(CC)CC)C. (3) Given the product [CH2:27]([NH:30][C:22](=[O:23])[C:21]1[CH:20]=[CH:19][C:18]([N:15]2[CH2:16][CH2:17][N:12]([C:8]3[NH:9][C:10](=[O:11])[C:5]4[CH:4]=[CH:3][N:2]([CH3:1])[C:6]=4[N:7]=3)[CH2:13][CH2:14]2)=[CH:26][CH:25]=1)[CH3:28], predict the reactants needed to synthesize it. The reactants are: [CH3:1][N:2]1[C:6]2[N:7]=[C:8]([N:12]3[CH2:17][CH2:16][N:15]([C:18]4[CH:26]=[CH:25][C:21]([C:22](O)=[O:23])=[CH:20][CH:19]=4)[CH2:14][CH2:13]3)[NH:9][C:10](=[O:11])[C:5]=2[CH:4]=[CH:3]1.[CH:27]([N:30](CC)C(C)C)(C)[CH3:28].C(N)C.O1CCCC1.Cl.CN(C)CCCN=C=NCC.ON1C2C=CC=CC=2N=N1.